From a dataset of Reaction yield outcomes from USPTO patents with 853,638 reactions. Predict the reaction yield, written as a fraction of the theoretical maximum amount of product (1.0 means a 100% yield; for example, 0.34 means a 34% yield). (1) The reactants are Br[C:2]1[CH:3]=[C:4]2[C:8](=[CH:9][CH:10]=1)[CH2:7][CH2:6][CH2:5]2.[B:11]1([B:11]2[O:15][C:14]([CH3:17])([CH3:16])[C:13]([CH3:19])([CH3:18])[O:12]2)[O:15][C:14]([CH3:17])([CH3:16])[C:13]([CH3:19])([CH3:18])[O:12]1.C([O-])(=O)C.[K+]. The catalyst is CN(C)C=O.Cl[Pd](Cl)([P](C1C=CC=CC=1)(C1C=CC=CC=1)C1C=CC=CC=1)[P](C1C=CC=CC=1)(C1C=CC=CC=1)C1C=CC=CC=1. The product is [CH2:7]1[C:8]2[C:4](=[CH:3][C:2]([B:11]3[O:15][C:14]([CH3:17])([CH3:16])[C:13]([CH3:19])([CH3:18])[O:12]3)=[CH:10][CH:9]=2)[CH2:5][CH2:6]1. The yield is 0.830. (2) The reactants are Br[C:2]1[CH:23]=[CH:22][C:5]2[C:6]3[N:7]([CH:11]=[C:12]([C:14]4[N:18]([CH:19]([CH3:21])[CH3:20])[N:17]=[CH:16][N:15]=4)[N:13]=3)[CH2:8][CH2:9][O:10][C:4]=2[CH:3]=1.[N:24]1[CH:29]=[CH:28][CH:27]=[CH:26][C:25]=1[C:30]([O:32]C)=[O:31].O[C@H]1CN[C@H](C(O)=O)C1.P([O-])([O-])([O-])=O.[K+].[K+].[K+]. The catalyst is CS(C)=O.[Cu]I. The product is [CH:19]([N:18]1[C:14]([C:12]2[N:13]=[C:6]3[N:7]([CH2:8][CH2:9][O:10][C:4]4[CH:3]=[C:2]([N:24]5[CH2:29][CH2:28][CH2:27][CH2:26][CH:25]5[C:30]([OH:32])=[O:31])[CH:23]=[CH:22][C:5]=43)[CH:11]=2)=[N:15][CH:16]=[N:17]1)([CH3:21])[CH3:20]. The yield is 0.870.